This data is from Catalyst prediction with 721,799 reactions and 888 catalyst types from USPTO. The task is: Predict which catalyst facilitates the given reaction. (1) Reactant: [F:1][C:2]1[CH:24]=[CH:23][C:5]([O:6][C:7]2[CH:8]=[C:9]3[C:13](=[CH:14][C:15]=2[C:16](N)=[O:17])[N:12]([CH2:19][CH:20]([CH3:22])[CH3:21])[N:11]=[CH:10]3)=[CH:4][CH:3]=1.C(N1C=CN=C1)(N1C=CN=C1)=O.[CH3:37][NH:38][CH:39]1[CH2:44][CH2:43][N:42]([CH3:45])[CH2:41][CH2:40]1. Product: [CH3:37][N:38]([CH:39]1[CH2:44][CH2:43][N:42]([CH3:45])[CH2:41][CH2:40]1)[C:16]([C:15]1[CH:14]=[C:13]2[C:9]([CH:10]=[N:11][N:12]2[CH2:19][CH:20]([CH3:22])[CH3:21])=[CH:8][C:7]=1[O:6][C:5]1[CH:4]=[CH:3][C:2]([F:1])=[CH:24][CH:23]=1)=[O:17]. The catalyst class is: 1. (2) Reactant: [CH:1]([C:4]1[CH:9]=[CH:8][CH:7]=[CH:6][C:5]=1[NH:10][C:11]1[C:12]([C:20]2[CH:25]=[CH:24][CH:23]=[CH:22][CH:21]=2)=[CH:13][CH:14]=[CH:15][C:16]=1[N+:17]([O-])=O)([CH3:3])[CH3:2]. Product: [CH:1]([C:4]1[CH:9]=[CH:8][CH:7]=[CH:6][C:5]=1[NH:10][C:11]1[C:16]([NH2:17])=[CH:15][CH:14]=[CH:13][C:12]=1[C:20]1[CH:25]=[CH:24][CH:23]=[CH:22][CH:21]=1)([CH3:3])[CH3:2]. The catalyst class is: 45. (3) Reactant: [F:1][C:2]1[CH:3]=[C:4]2[C:8](=[CH:9][CH:10]=1)[NH:7][CH:6]=[C:5]2[CH3:11].[CH2:12]([C:16]1([N:23]([CH3:25])[CH3:24])[CH2:21][CH2:20][C:19](=O)[CH2:18][CH2:17]1)[CH2:13][CH2:14][CH3:15].F[C:27]([F:33])(F)S(O)(=O)=O.[OH-].[Na+]. Product: [CH2:12]([C:16]1([N:23]([CH3:25])[CH3:24])[CH2:21][CH2:20][C:19]([C:6]2[NH:7][C:8]3[C:4]([C:5]=2[CH3:11])=[CH:3][C:27]([F:33])=[CH:10][CH:9]=3)([C:6]2[NH:7][C:8]3[C:4]([C:5]=2[CH3:11])=[CH:3][C:2]([F:1])=[CH:10][CH:9]=3)[CH2:18][CH2:17]1)[CH2:13][CH2:14][CH3:15]. The catalyst class is: 4. (4) Product: [Br:4][C:5]1[CH:6]=[C:7]([CH3:40])[C:8]([NH:12][C:13]([NH:15][C:16]2[C:17]([C:26]([NH:28][C@@H:29]([CH:34]3[CH2:35][CH2:36][CH2:37][CH2:38][CH2:39]3)[C:30]([OH:32])=[O:31])=[O:27])=[CH:18][C:19]3[C:24]([CH:25]=2)=[CH:23][CH:22]=[CH:21][CH:20]=3)=[O:14])=[C:9]([CH3:11])[CH:10]=1. Reactant: O.[OH-].[Li+].[Br:4][C:5]1[CH:10]=[C:9]([CH3:11])[C:8]([NH:12][C:13]([NH:15][C:16]2[C:17]([C:26]([NH:28][C@@H:29]([CH:34]3[CH2:39][CH2:38][CH2:37][CH2:36][CH2:35]3)[C:30]([O:32]C)=[O:31])=[O:27])=[CH:18][C:19]3[C:24]([CH:25]=2)=[CH:23][CH:22]=[CH:21][CH:20]=3)=[O:14])=[C:7]([CH3:40])[CH:6]=1.CO.Cl. The catalyst class is: 20. (5) Reactant: C(OC(=O)[NH:7][CH2:8][CH2:9][CH2:10][NH:11][C:12]1[CH:21]=[CH:20][C:19]2[C:14](=[CH:15][C:16]([C:27]3[CH:32]=[CH:31][C:30]([O:33][CH3:34])=[CH:29][CH:28]=3)=[N:17][C:18]=2[NH:22][CH2:23][CH2:24][CH2:25][NH2:26])[N:13]=1)(C)(C)C. Product: [NH2:7][CH2:8][CH2:9][CH2:10][NH:11][C:12]1[CH:21]=[CH:20][C:19]2[C:14](=[CH:15][C:16]([C:27]3[CH:28]=[CH:29][C:30]([O:33][CH3:34])=[CH:31][CH:32]=3)=[N:17][C:18]=2[NH:22][CH2:23][CH2:24][CH2:25][NH2:26])[N:13]=1. The catalyst class is: 89. (6) Reactant: [C:1]([O:5][C:6](=[O:23])[NH:7][C:8]1[C:12]([CH2:13][C:14]2[CH:19]=[CH:18][CH:17]=[C:16]([Cl:20])[C:15]=2[Cl:21])=[C:11]([OH:22])[NH:10][N:9]=1)([CH3:4])([CH3:3])[CH3:2].[C:24]1(P(C2C=CC=CC=2)C2C=CC=CC=2)C=CC=CC=1.CO.CC(OC(/N=N/C(OC(C)C)=O)=O)C. Product: [C:1]([O:5][C:6](=[O:23])[NH:7][C:8]1[C:12]([CH2:13][C:14]2[CH:19]=[CH:18][CH:17]=[C:16]([Cl:20])[C:15]=2[Cl:21])=[C:11]([OH:22])[N:10]([CH3:24])[N:9]=1)([CH3:4])([CH3:2])[CH3:3]. The catalyst class is: 1. (7) The catalyst class is: 452. Reactant: [F:1][C:2]1[CH:27]=[C:26]([F:28])[CH:25]=[CH:24][C:3]=1[O:4][C:5]1[C:10](=[O:11])[N:9]([CH3:12])[C:8]2[CH:13]=[N:14][N:15](COCC[Si](C)(C)C)[C:7]=2[CH:6]=1.[I:29]Cl.C(=O)([O-])[O-].[K+].[K+]. Product: [F:1][C:2]1[CH:27]=[C:26]([F:28])[CH:25]=[CH:24][C:3]=1[O:4][C:5]1[C:10](=[O:11])[N:9]([CH3:12])[C:8]2[C:13]([I:29])=[N:14][NH:15][C:7]=2[CH:6]=1. (8) Reactant: [C:1]([O:5][P:6]([O:13][CH2:14][C:15]1[CH:24]=[CH:23][C:18]([C:19]([O:21]C)=[O:20])=[CH:17][CH:16]=1)([O:8][C:9]([CH3:12])([CH3:11])[CH3:10])=[O:7])([CH3:4])([CH3:3])[CH3:2].[OH-].[Li+]. Product: [C:9]([O:8][P:6]([O:13][CH2:14][C:15]1[CH:16]=[CH:17][C:18]([C:19]([OH:21])=[O:20])=[CH:23][CH:24]=1)([O:5][C:1]([CH3:4])([CH3:3])[CH3:2])=[O:7])([CH3:10])([CH3:11])[CH3:12]. The catalyst class is: 24. (9) Reactant: [Cl:1][C:2]1[CH:39]=[C:38]([S:40]([CH3:43])(=[O:42])=[O:41])[CH:37]=[CH:36][C:3]=1[CH2:4][O:5][C:6]1[C:7]([O:33][CH2:34][CH3:35])=[C:8]([C:12]([C:14]2[C:22]3[C:17](=[N:18][CH:19]=[CH:20][CH:21]=3)[N:16]([Si](C(C)C)(C(C)C)C(C)C)[CH:15]=2)=[O:13])[CH:9]=[CH:10][CH:11]=1.[OH-].[K+].[F-].[K+].C(=O)([O-])[O-].[Na+].[Na+]. Product: [Cl:1][C:2]1[CH:39]=[C:38]([S:40]([CH3:43])(=[O:41])=[O:42])[CH:37]=[CH:36][C:3]=1[CH2:4][O:5][C:6]1[C:7]([O:33][CH2:34][CH3:35])=[C:8]([C:12]([C:14]2[C:22]3[C:17](=[N:18][CH:19]=[CH:20][CH:21]=3)[NH:16][CH:15]=2)=[O:13])[CH:9]=[CH:10][CH:11]=1. The catalyst class is: 5.